This data is from Peptide-MHC class I binding affinity with 185,985 pairs from IEDB/IMGT. The task is: Regression. Given a peptide amino acid sequence and an MHC pseudo amino acid sequence, predict their binding affinity value. This is MHC class I binding data. (1) The peptide sequence is EFFECFKYLL. The MHC is HLA-A24:02 with pseudo-sequence HLA-A24:02. The binding affinity (normalized) is 0.344. (2) The peptide sequence is TPSGTWLTY. The binding affinity (normalized) is 0.0847. The MHC is HLA-B15:01 with pseudo-sequence HLA-B15:01. (3) The peptide sequence is QGFPTIKIF. The MHC is Mamu-B52 with pseudo-sequence Mamu-B52. The binding affinity (normalized) is 0.836. (4) The binding affinity (normalized) is 0.990. The MHC is Patr-A0901 with pseudo-sequence Patr-A0901. The peptide sequence is TWLKAKLMPQL. (5) The peptide sequence is GRQEKNPAL. The MHC is HLA-A26:01 with pseudo-sequence HLA-A26:01. The binding affinity (normalized) is 0.0847. (6) The peptide sequence is LSCQGSDDI. The MHC is H-2-Db with pseudo-sequence H-2-Db. The binding affinity (normalized) is 0.0523.